This data is from Forward reaction prediction with 1.9M reactions from USPTO patents (1976-2016). The task is: Predict the product of the given reaction. (1) Given the reactants [N:1]([C:4]1[CH:9]=[CH:8][C:7]([CH:10]2[O:14][CH2:13][CH2:12][O:11]2)=[CH:6][CH:5]=1)=[N+:2]=[N-:3].[CH2:15]([O:17][C:18](=[O:21])[C:19]#[CH:20])[CH3:16].O=C1O[C@H]([C@H](CO)O)C([O-])=C1O.[Na+], predict the reaction product. The product is: [O:14]1[CH2:13][CH2:12][O:11][CH:10]1[C:7]1[CH:6]=[CH:5][C:4]([N:1]2[CH:20]=[C:19]([C:18]([O:17][CH2:15][CH3:16])=[O:21])[N:3]=[N:2]2)=[CH:9][CH:8]=1. (2) Given the reactants Br[C:2]1[C:10]2[C:5](=[CH:6][CH:7]=[C:8]([N+:11]([O-:13])=[O:12])[CH:9]=2)[N:4]([C:14]([C:27]2[CH:32]=[CH:31][CH:30]=[CH:29][CH:28]=2)([C:21]2[CH:26]=[CH:25][CH:24]=[CH:23][CH:22]=2)[C:15]2[CH:20]=[CH:19][CH:18]=[CH:17][CH:16]=2)[N:3]=1.[F:33][C:34]1[CH:39]=[CH:38][C:37](B(O)O)=[CH:36][C:35]=1[CH2:43][OH:44].[O-]P([O-])([O-])=O.[K+].[K+].[K+], predict the reaction product. The product is: [F:33][C:34]1[CH:39]=[CH:38][C:37]([C:2]2[C:10]3[C:5](=[CH:6][CH:7]=[C:8]([N+:11]([O-:13])=[O:12])[CH:9]=3)[N:4]([C:14]([C:27]3[CH:32]=[CH:31][CH:30]=[CH:29][CH:28]=3)([C:21]3[CH:26]=[CH:25][CH:24]=[CH:23][CH:22]=3)[C:15]3[CH:20]=[CH:19][CH:18]=[CH:17][CH:16]=3)[N:3]=2)=[CH:36][C:35]=1[CH2:43][OH:44].